This data is from Catalyst prediction with 721,799 reactions and 888 catalyst types from USPTO. The task is: Predict which catalyst facilitates the given reaction. (1) Reactant: [CH2:1]([O:3][C:4]1[CH:5]=[C:6]([N:10]2[CH:16]3[CH2:17][CH2:18][CH:11]2[CH2:12][N:13](C(OC(C)(C)C)=O)[CH2:14][CH2:15]3)[CH:7]=[N:8][CH:9]=1)[CH3:2].F[C:27](F)(F)[C:28]([OH:30])=[O:29].[OH-:33].[Na+]. Product: [NH3:8].[C:28]([OH:30])(=[O:29])/[CH:27]=[CH:2]/[C:1]([OH:3])=[O:33].[CH2:1]([O:3][C:4]1[CH:5]=[C:6]([N:10]2[CH:16]3[CH2:17][CH2:18][CH:11]2[CH2:12][NH:13][CH2:14][CH2:15]3)[CH:7]=[N:8][CH:9]=1)[CH3:2]. The catalyst class is: 4. (2) Reactant: [CH:1]([CH:4]([N:8]=[CH:9][C:10]1[CH:15]=[C:14]([O:16][CH3:17])[C:13]([O:18][CH3:19])=[CH:12][C:11]=1OC)[CH:5]([CH3:7])[CH3:6])([CH3:3])[CH3:2].[CH:22]([Li])([CH3:24])[CH3:23]. Product: [CH:22]([C:11]1[CH:12]=[C:13]([O:18][CH3:19])[C:14]([O:16][CH3:17])=[CH:15][C:10]=1[CH:9]=[N:8][CH:4]([CH:1]([CH3:2])[CH3:3])[CH:5]([CH3:6])[CH3:7])([CH3:24])[CH3:23]. The catalyst class is: 1. (3) Reactant: [CH2:1]([Li])[CH2:2][CH2:3][CH3:4].O=O.Br[C:9]1[CH:10]=[CH:11][C:12]([F:27])=[C:13]([CH:26]=1)[CH2:14][C:15]1[CH:25]=[CH:24][C:18]([O:19][CH:20]2[CH2:23][O:22][CH2:21]2)=[CH:17][CH:16]=1.CON(C)[C:31](=[O:83])[C@H:32]([O:75]CC1C=CC=CC=1)[C@@H:33]([O:67][CH2:68][C:69]1[CH:74]=[CH:73][CH:72]=[CH:71][CH:70]=1)[C@H:34]([O:59][CH2:60][C:61]1[CH:66]=[CH:65][CH:64]=[CH:63][CH:62]=1)[C:35]([OH:58])([CH2:47][O:48][CH2:49][C:50]1[CH:55]=[CH:54][C:53]([O:56][CH3:57])=[CH:52][CH:51]=1)[CH2:36][O:37][CH2:38][C:39]1[CH:44]=[CH:43][C:42]([O:45][CH3:46])=[CH:41][CH:40]=1.[Al].O1C[CH2:89][CH2:88][CH2:87]1. Product: [CH2:1]([O:75][CH:32]1[C@@H:33]([O:67][CH2:68][C:69]2[CH:70]=[CH:71][CH:72]=[CH:73][CH:74]=2)[C@H:34]([O:59][CH2:60][C:61]2[CH:66]=[CH:65][CH:64]=[CH:63][CH:62]=2)[C:35]([CH2:47][O:48][CH2:49][C:50]2[CH:51]=[CH:52][C:53]([O:56][CH3:57])=[CH:54][CH:55]=2)([CH2:36][O:37][CH2:38][C:39]2[CH:40]=[CH:41][C:42]([O:45][CH3:46])=[CH:43][CH:44]=2)[O:58][C:31]1([C:9]1[CH:10]=[CH:11][C:12]([F:27])=[C:13]([CH2:14][C:15]2[CH:25]=[CH:24][C:18]([O:19][CH:20]3[CH2:23][O:22][CH2:21]3)=[CH:17][CH:16]=2)[CH:26]=1)[OH:83])[C:2]1[CH:89]=[CH:88][CH:87]=[CH:4][CH:3]=1. The catalyst class is: 27. (4) Reactant: Cl[C:2]1[N:6]([CH2:7][C:8]([O:10][CH2:11][CH3:12])=[O:9])[C:5]2[C:13]([CH:18]([CH2:21][CH3:22])[CH2:19][CH3:20])=[CH:14][CH:15]=[C:16]([Cl:17])[C:4]=2[N:3]=1.[Cl:23][C:24]1[CH:30]=[C:29]([Cl:31])[CH:28]=[CH:27][C:25]=1[NH2:26].C(=O)([O-])O.[Na+]. Product: [Cl:17][C:16]1[C:4]2[N:3]=[C:2]([NH:26][C:25]3[CH:27]=[CH:28][C:29]([Cl:31])=[CH:30][C:24]=3[Cl:23])[N:6]([CH2:7][C:8]([O:10][CH2:11][CH3:12])=[O:9])[C:5]=2[C:13]([CH:18]([CH2:21][CH3:22])[CH2:19][CH3:20])=[CH:14][CH:15]=1. The catalyst class is: 60.